Regression/Classification. Given a drug SMILES string, predict its absorption, distribution, metabolism, or excretion properties. Task type varies by dataset: regression for continuous measurements (e.g., permeability, clearance, half-life) or binary classification for categorical outcomes (e.g., BBB penetration, CYP inhibition). For this dataset (solubility_aqsoldb), we predict Y. From a dataset of Aqueous solubility values for 9,982 compounds from the AqSolDB database. (1) The compound is O=C(O)c1ccccc1N=Nc1ccc(O)cc1. The Y is -3.33 log mol/L. (2) The drug is CCN(CC)c1ccccc1. The Y is -3.03 log mol/L. (3) The compound is O=S(=O)([O-])c1cc(O)c2ccc3c(S(=O)(=O)[O-])cc(S(=O)(=O)[O-])c4ccc1c2c34.[Na+].[Na+].[Na+]. The Y is -0.243 log mol/L. (4) The compound is CN(C)C(=O)SCCCCOc1ccccc1. The Y is -3.93 log mol/L. (5) The compound is C1=CCCCC1. The Y is -2.71 log mol/L.